From a dataset of Full USPTO retrosynthesis dataset with 1.9M reactions from patents (1976-2016). Predict the reactants needed to synthesize the given product. (1) Given the product [Cl:11][C:7]1[N:6]=[C:5]([C:3]2[NH:35][C:28]3[C:16]4([CH2:17][CH2:18][N:19]([C:21]([O:23][C:24]([CH3:27])([CH3:26])[CH3:25])=[O:22])[CH2:20]4)[CH2:15][NH:14][C:13](=[O:12])[C:29]=3[CH:2]=2)[CH:10]=[CH:9][N:8]=1, predict the reactants needed to synthesize it. The reactants are: Br[CH2:2][C:3]([C:5]1[CH:10]=[CH:9][N:8]=[C:7]([Cl:11])[N:6]=1)=O.[O:12]=[C:13]1[CH2:29][C:28](=O)[C:16]2([CH2:20][N:19]([C:21]([O:23][C:24]([CH3:27])([CH3:26])[CH3:25])=[O:22])[CH2:18][CH2:17]2)[CH2:15][NH:14]1.C([O-])(=O)C.[NH4+:35]. (2) Given the product [F:18][CH:2]([F:1])[CH2:3][C:4]1[N:5]=[C:6]([C:9]2[CH:14]=[CH:13][CH:12]=[CH:11][C:10]=2[NH2:15])[S:7][CH:8]=1, predict the reactants needed to synthesize it. The reactants are: [F:1][CH:2]([F:18])[CH2:3][C:4]1[N:5]=[C:6]([C:9]2[CH:14]=[CH:13][CH:12]=[CH:11][C:10]=2[N+:15]([O-])=O)[S:7][CH:8]=1.[H][H]. (3) Given the product [Cl:1][C:2]1[N:3]=[CH:4][C:5]2[CH:10]=[CH:9][N:8]([CH2:18][C:19]([O:21][CH2:22][CH3:23])=[O:20])[C:6]=2[N:7]=1, predict the reactants needed to synthesize it. The reactants are: [Cl:1][C:2]1[N:3]=[CH:4][C:5]2[CH:10]=[CH:9][NH:8][C:6]=2[N:7]=1.CC([O-])(C)C.[K+].Br[CH2:18][C:19]([O:21][CH2:22][CH3:23])=[O:20]. (4) Given the product [ClH:17].[CH2:1]([O:3][C:4]1[CH:11]=[CH:10][C:7]([CH:8]=[N:16][NH:15][C:12]([NH2:14])=[NH:13])=[CH:6][CH:5]=1)[CH3:2], predict the reactants needed to synthesize it. The reactants are: [CH2:1]([O:3][C:4]1[CH:11]=[CH:10][C:7]([CH:8]=O)=[CH:6][CH:5]=1)[CH3:2].[C:12]([NH:15][NH2:16])([NH2:14])=[NH:13].[ClH:17].